Dataset: Full USPTO retrosynthesis dataset with 1.9M reactions from patents (1976-2016). Task: Predict the reactants needed to synthesize the given product. (1) Given the product [Br:19][CH2:1][C:2]1[CH:3]=[CH:4][CH:5]=[C:6]2[C:11]=1[N:10]=[CH:9][CH:8]=[CH:7]2, predict the reactants needed to synthesize it. The reactants are: [CH3:1][C:2]1[CH:3]=[CH:4][CH:5]=[C:6]2[C:11]=1[N:10]=[CH:9][CH:8]=[CH:7]2.C1C(=O)N([Br:19])C(=O)C1. (2) Given the product [CH3:10][N:12]1[C:8]([NH2:9])=[C:3]2[C:2]([CH2:7][CH2:6][CH2:5][CH2:4]2)=[N:13]1, predict the reactants needed to synthesize it. The reactants are: O=[C:2]1[CH2:7][CH2:6][CH2:5][CH2:4][CH:3]1[C:8]#[N:9].[CH2:10]([NH:12][NH2:13])C. (3) Given the product [Cl:1][C:2]1[CH:6]=[C:5]([Cl:7])[N:4]([CH2:8][O:9][CH2:10][CH2:11][Si:12]([CH3:15])([CH3:14])[CH3:13])[C:3]=1[C:16]([NH2:20])=[O:18], predict the reactants needed to synthesize it. The reactants are: [Cl:1][C:2]1[CH:6]=[C:5]([Cl:7])[N:4]([CH2:8][O:9][CH2:10][CH2:11][Si:12]([CH3:15])([CH3:14])[CH3:13])[C:3]=1[C:16]([OH:18])=O.C[N:20](C(ON1N=NC2C=CC=NC1=2)=[N+](C)C)C.F[P-](F)(F)(F)(F)F.CCN(C(C)C)C(C)C.N.